Task: Predict which catalyst facilitates the given reaction.. Dataset: Catalyst prediction with 721,799 reactions and 888 catalyst types from USPTO (1) Reactant: [BH4-].[BH4-].[BH4-].[BH4-].[Na+].[Na+].[Na+].[Na+].[O:9]=[C:10]1[CH2:15][CH2:14][N:13]([C:16]([O:18][C:19]([CH3:22])([CH3:21])[CH3:20])=[O:17])[CH2:12][CH:11]1[C:23]1[S:24][CH:25]=[CH:26][N:27]=1. Product: [OH:9][C@@H:10]1[CH2:15][CH2:14][N:13]([C:16]([O:18][C:19]([CH3:20])([CH3:21])[CH3:22])=[O:17])[CH2:12][C@H:11]1[C:23]1[S:24][CH:25]=[CH:26][N:27]=1. The catalyst class is: 5. (2) Reactant: [F:1][C:2]1([F:22])[CH2:7][CH2:6][CH:5]([C@H:8]([NH:15][S@](C(C)(C)C)=O)[CH2:9][C:10]([O:12][CH2:13][CH3:14])=[O:11])[CH2:4][CH2:3]1.Cl. Product: [NH2:15][C@@H:8]([CH:5]1[CH2:4][CH2:3][C:2]([F:1])([F:22])[CH2:7][CH2:6]1)[CH2:9][C:10]([O:12][CH2:13][CH3:14])=[O:11]. The catalyst class is: 71. (3) Reactant: [C:1]([O:5][C:6]([NH:8][C@H:9]([CH2:13][O:14][CH:15]([F:17])[F:16])[C:10]([OH:12])=O)=[O:7])([CH3:4])([CH3:3])[CH3:2].C(N(CC)CC)C.ClC(OCC(C)C)=O.[F:33][C:34]1[CH:41]=[CH:40][C:37]([CH2:38][NH2:39])=[CH:36][CH:35]=1. Product: [F:16][CH:15]([F:17])[O:14][CH2:13][C@@H:9]([NH:8][C:6](=[O:7])[O:5][C:1]([CH3:2])([CH3:3])[CH3:4])[C:10]([NH:39][CH2:38][C:37]1[CH:40]=[CH:41][C:34]([F:33])=[CH:35][CH:36]=1)=[O:12]. The catalyst class is: 56. (4) Reactant: [Cl-].[Al+3].[Cl-].[Cl-].CN(C=O)C.[CH3:10][C:11]1[C:16]2[NH:17][C:18](=[O:20])[O:19][C:15]=2[CH:14]=[CH:13][CH:12]=1.[CH3:21][C:22](OC(C)=O)=[O:23]. Product: [C:22]([C:13]1[CH:12]=[C:11]([CH3:10])[C:16]2[NH:17][C:18](=[O:20])[O:19][C:15]=2[CH:14]=1)(=[O:23])[CH3:21]. The catalyst class is: 6. (5) Reactant: [C:12]([O:11][C:9](O[C:9]([O:11][C:12]([CH3:15])([CH3:14])[CH3:13])=[O:10])=[O:10])([CH3:15])([CH3:14])[CH3:13].[NH:16]1[CH2:21][CH2:20][NH:19][CH2:18][CH:17]1[C:22]([O:24][CH2:25][CH3:26])=[O:23].C(N(CC)CC)C. Product: [CH2:25]([O:24][C:22]([CH:17]1[NH:16][CH2:21][CH2:20][N:19]([C:9]([O:11][C:12]([CH3:13])([CH3:14])[CH3:15])=[O:10])[CH2:18]1)=[O:23])[CH3:26]. The catalyst class is: 2. (6) Reactant: [F:1][C:2]([F:24])([F:23])[C:3]1[CH:4]=[C:5]([CH2:9][S:10]([C:13]2[CH:14]=[C:15]3[C:19](=[CH:20][CH:21]=2)[NH:18][C:17](=[O:22])[CH2:16]3)(=[O:12])=[O:11])[CH:6]=[CH:7][CH:8]=1.[CH2:25]([N:27]([CH2:42][CH3:43])[CH2:28][CH2:29][NH:30][C:31]([C:33]1[C:37]([CH3:38])=[C:36]([CH:39]=O)[NH:35][C:34]=1[CH3:41])=[O:32])[CH3:26].N1CCCCC1. Product: [CH2:42]([N:27]([CH2:25][CH3:26])[CH2:28][CH2:29][NH:30][C:31]([C:33]1[C:37]([CH3:38])=[C:36](/[CH:39]=[C:16]2\[C:17](=[O:22])[NH:18][C:19]3[C:15]\2=[CH:14][C:13]([S:10]([CH2:9][C:5]2[CH:6]=[CH:7][CH:8]=[C:3]([C:2]([F:1])([F:23])[F:24])[CH:4]=2)(=[O:12])=[O:11])=[CH:21][CH:20]=3)[NH:35][C:34]=1[CH3:41])=[O:32])[CH3:43]. The catalyst class is: 8. (7) Reactant: [NH2:1][C:2]1[CH:3]=[CH:4][C:5]([C:8]#[N:9])=[N:6][CH:7]=1.[H-].[Na+].[CH2:12](Br)[C:13]1[CH:18]=[CH:17][CH:16]=[CH:15][CH:14]=1. The catalyst class is: 18. Product: [CH2:12]([N:1]([CH2:12][C:13]1[CH:18]=[CH:17][CH:16]=[CH:15][CH:14]=1)[C:2]1[CH:3]=[CH:4][C:5]([C:8]#[N:9])=[N:6][CH:7]=1)[C:13]1[CH:18]=[CH:17][CH:16]=[CH:15][CH:14]=1. (8) Reactant: [F:1][C:2]1[CH:10]=[C:9]([N+:11]([O-])=O)[C:8]([O:14][CH3:15])=[CH:7][C:3]=1[C:4]([NH2:6])=[O:5]. Product: [NH2:11][C:9]1[C:8]([O:14][CH3:15])=[CH:7][C:3]([C:4]([NH2:6])=[O:5])=[C:2]([F:1])[CH:10]=1. The catalyst class is: 63.